Predict the reaction yield, written as a fraction of the theoretical maximum amount of product (1.0 means a 100% yield; for example, 0.34 means a 34% yield). From a dataset of Reaction yield outcomes from USPTO patents with 853,638 reactions. (1) The reactants are [Br:1][C:2]1[CH:3]=[CH:4][C:5]([C:8]([OH:10])=O)=[N:6][CH:7]=1.C(Cl)(=O)C(Cl)=O.Cl.[CH3:18][NH:19][CH3:20].C(N(CC)CC)C. The catalyst is C(Cl)Cl.CN(C=O)C. The product is [Br:1][C:2]1[CH:3]=[CH:4][C:5]([C:8]([N:19]([CH3:20])[CH3:18])=[O:10])=[N:6][CH:7]=1. The yield is 1.00. (2) The reactants are [F:1][C:2]([F:44])([F:43])[C:3]1[CH:4]=[C:5]([C:13]([CH3:42])([CH3:41])[C:14]([N:16]([CH3:40])[C:17]2[C:18]([C:32]3[CH:37]=[CH:36][C:35]([F:38])=[CH:34][C:33]=3[CH3:39])=[CH:19][C:20]([C@H:23]3[NH:27][C@@:26]([CH3:31])([C:28]([NH2:30])=[O:29])[CH2:25][CH2:24]3)=[N:21][CH:22]=2)=[O:15])[CH:6]=[C:7]([C:9]([F:12])([F:11])[F:10])[CH:8]=1.[ClH:45]. The catalyst is C(OCC)C. The product is [ClH:45].[F:44][C:2]([F:1])([F:43])[C:3]1[CH:4]=[C:5]([C:13]([CH3:41])([CH3:42])[C:14]([N:16]([CH3:40])[C:17]2[C:18]([C:32]3[CH:37]=[CH:36][C:35]([F:38])=[CH:34][C:33]=3[CH3:39])=[CH:19][C:20]([C@H:23]3[NH:27][C@@:26]([CH3:31])([C:28]([NH2:30])=[O:29])[CH2:25][CH2:24]3)=[N:21][CH:22]=2)=[O:15])[CH:6]=[C:7]([C:9]([F:10])([F:11])[F:12])[CH:8]=1. The yield is 0.910.